This data is from Full USPTO retrosynthesis dataset with 1.9M reactions from patents (1976-2016). The task is: Predict the reactants needed to synthesize the given product. (1) Given the product [CH2:12]([C:14]1[C:18]([S:7]([Cl:10])(=[O:9])=[O:8])=[C:17]([CH2:19][CH3:20])[N:16]([CH3:21])[N:15]=1)[CH3:13], predict the reactants needed to synthesize it. The reactants are: CC1C([S:7]([Cl:10])(=[O:9])=[O:8])=C(C)NN=1.[CH2:12]([C:14]1[CH:18]=[C:17]([CH2:19][CH3:20])[N:16]([CH3:21])[N:15]=1)[CH3:13]. (2) Given the product [CH2:17]([O:24][N:25]1[C:31](=[O:32])[N:30]2[CH2:33][C@H:26]1[CH2:27][CH2:28][C@H:29]2[C:34]([N:36]([C:7]([N:1]1[CH2:6][CH2:5][O:4][CH2:3][CH2:2]1)=[O:8])[NH2:37])=[O:35])[C:18]1[CH:23]=[CH:22][CH:21]=[CH:20][CH:19]=1, predict the reactants needed to synthesize it. The reactants are: [N:1]1([C:7](Cl)=[O:8])[CH2:6][CH2:5][O:4][CH2:3][CH2:2]1.N1C=CC=CC=1.Cl.[CH2:17]([O:24][N:25]1[C:31](=[O:32])[N:30]2[CH2:33][C@H:26]1[CH2:27][CH2:28][C@H:29]2[C:34]([NH:36][NH2:37])=[O:35])[C:18]1[CH:23]=[CH:22][CH:21]=[CH:20][CH:19]=1. (3) Given the product [CH3:23][O:22][N:10]([CH2:11][C:12]1[CH:13]=[CH:14][C:15]([C:18]([F:19])([F:20])[F:21])=[CH:16][CH:17]=1)[C:8]([C:7]1[CH2:26][N:28]([CH2:29][CH2:30][N:31]2[CH2:36][CH2:35][O:34][CH2:33][CH2:32]2)[C:4](=[O:24])[C:5]=1[OH:6])=[O:9], predict the reactants needed to synthesize it. The reactants are: CC1(C)[O:6][C:5](=[CH:7][C:8]([N:10]([O:22][CH3:23])[CH2:11][C:12]2[CH:17]=[CH:16][C:15]([C:18]([F:21])([F:20])[F:19])=[CH:14][CH:13]=2)=[O:9])[C:4](=[O:24])O1.[CH2:26]=O.[NH2:28][CH2:29][CH2:30][N:31]1[CH2:36][CH2:35][O:34][CH2:33][CH2:32]1. (4) Given the product [Cl:3][C:4]1[CH:5]=[C:6]([NH:10][C:11]2[N:16]=[N:15][C:14]([C:17]3[CH:18]=[C:19]4[C:24](=[CH:25][CH:26]=3)[C:23](=[O:27])[C:22]([CH2:33][C:34]([OH:36])=[O:35])([CH2:28][C:29]([F:32])([F:31])[F:30])[CH2:21][CH2:20]4)=[CH:13][CH:12]=2)[CH:7]=[CH:8][CH:9]=1, predict the reactants needed to synthesize it. The reactants are: [OH-].[Li+].[Cl:3][C:4]1[CH:5]=[C:6]([NH:10][C:11]2[N:16]=[N:15][C:14]([C:17]3[CH:18]=[C:19]4[C:24](=[CH:25][CH:26]=3)[C:23](=[O:27])[C:22]([CH2:33][C:34]([O:36]C)=[O:35])([CH2:28][C:29]([F:32])([F:31])[F:30])[CH2:21][CH2:20]4)=[CH:13][CH:12]=2)[CH:7]=[CH:8][CH:9]=1. (5) Given the product [C:1]([C:5]1[CH:6]=[C:7]([C:8](=[O:9])[CH3:28])[CH:14]=[C:15]([O:17][CH2:18][CH2:19][CH2:20][OH:21])[CH:16]=1)([CH3:2])([CH3:3])[CH3:4], predict the reactants needed to synthesize it. The reactants are: [C:1]([C:5]1[CH:6]=[C:7]([CH:14]=[C:15]([O:17][CH2:18][CH2:19][CH2:20][O:21]C2CCCCO2)[CH:16]=1)[C:8](N(OC)C)=[O:9])([CH3:4])([CH3:3])[CH3:2].[CH3:28][Si]([N-][Si](C)(C)C)(C)C.[Li+].C[Mg]Br. (6) Given the product [C:24]([O:23][C:22](=[O:29])[NH:11][CH2:2][CH2:3][C:4]([CH:6]1[CH2:10][CH2:9][CH2:8][CH2:7]1)=[O:5])([CH3:27])([CH3:26])[CH3:25], predict the reactants needed to synthesize it. The reactants are: Cl[CH2:2][CH2:3][C:4]([CH:6]1[CH2:10][CH2:9][CH2:8][CH2:7]1)=[O:5].[N-:11]=[N+]=[N-].[Na+].S([O-])([O-])(=O)=O.[Na+].[Na+].[C:22]([O:29]C(OC(C)(C)C)=O)(=O)[O:23][C:24]([CH3:27])([CH3:26])[CH3:25]. (7) Given the product [CH3:18][O:17][C:5]1[C:6]2[N:7]=[C:8]([C:11]3([CH3:16])[O:15][CH2:14][CH2:13][O:12]3)[O:9][C:10]=2[C:2]([C:61]([OH:57])=[O:56])=[CH:3][CH:4]=1, predict the reactants needed to synthesize it. The reactants are: Br[C:2]1[C:10]2[O:9][C:8]([C:11]3([CH3:16])[O:15][CH2:14][CH2:13][O:12]3)=[N:7][C:6]=2[C:5]([O:17][CH3:18])=[CH:4][CH:3]=1.C1(P(C2C=CC=CC=2)CCCP(C2C=CC=CC=2)C2C=CC=CC=2)C=CC=CC=1.C(N(CC)CC)C.[C]=[O:56].[O:57]1[CH2:61]CCC1.